This data is from Forward reaction prediction with 1.9M reactions from USPTO patents (1976-2016). The task is: Predict the product of the given reaction. (1) Given the reactants [Cl-].O[NH3+:3].[C:4](=[O:7])([O-])[OH:5].[Na+].CS(C)=O.[F:13][C:14]1[CH:15]=[C:16]([C:47]2[C:48]([C:53]#[N:54])=[CH:49][CH:50]=[CH:51][CH:52]=2)[CH:17]=[CH:18][C:19]=1[CH2:20][C:21]1[C:22](=[O:46])[N:23]([C@H:33]2[CH2:38][CH2:37][C@H:36]([O:39][CH2:40][C:41]3([OH:45])[CH2:44][CH2:43][CH2:42]3)[CH2:35][CH2:34]2)[C:24]2[N:25]([N:30]=[CH:31][N:32]=2)[C:26]=1[CH2:27][CH2:28][CH3:29], predict the reaction product. The product is: [F:13][C:14]1[CH:15]=[C:16]([C:47]2[CH:52]=[CH:51][CH:50]=[CH:49][C:48]=2[C:53]2[NH:3][C:4](=[O:7])[O:5][N:54]=2)[CH:17]=[CH:18][C:19]=1[CH2:20][C:21]1[C:22](=[O:46])[N:23]([C@H:33]2[CH2:38][CH2:37][C@H:36]([O:39][CH2:40][C:41]3([OH:45])[CH2:44][CH2:43][CH2:42]3)[CH2:35][CH2:34]2)[C:24]2[N:25]([N:30]=[CH:31][N:32]=2)[C:26]=1[CH2:27][CH2:28][CH3:29]. (2) Given the reactants [N:1]1([C:6]2[N:11]=[N:10][CH:9]=[C:8](O)[CH:7]=2)[CH2:5][CH2:4][CH2:3][CH2:2]1.P(Br)(Br)([Br:15])=O.CN(C=O)C.[OH-].[Na+], predict the reaction product. The product is: [Br:15][C:8]1[CH:7]=[C:6]([N:1]2[CH2:5][CH2:4][CH2:3][CH2:2]2)[N:11]=[N:10][CH:9]=1. (3) Given the reactants C[O:2][C:3](=[O:24])[C:4]1[CH:9]=[CH:8][CH:7]=[C:6]([CH2:10][N:11]2[CH:15]=[C:14]([C:16]3[CH:21]=[CH:20][C:19]([C:22]#[N:23])=[CH:18][CH:17]=3)[CH:13]=[N:12]2)[CH:5]=1, predict the reaction product. The product is: [C:22]([C:19]1[CH:18]=[CH:17][C:16]([C:14]2[CH:13]=[N:12][N:11]([CH2:10][C:6]3[CH:5]=[C:4]([CH:9]=[CH:8][CH:7]=3)[C:3]([OH:24])=[O:2])[CH:15]=2)=[CH:21][CH:20]=1)#[N:23]. (4) Given the reactants [CH3:1][O:2][C:3]([C:5]1[CH:6]=[C:7]2[C:12](=[CH:13][CH:14]=1)[NH:11][CH:10]([C:15]1[CH:16]=[C:17]([CH:21]=[CH:22][CH:23]=1)[C:18](O)=[O:19])[C:9]([CH3:25])([CH3:24])[CH2:8]2)=[O:4].ON1C2C=CC=CC=2N=N1.CN(C)CCCN=C=NCC.Cl.CN1CCOCC1.[CH3:55][N:56]1[CH2:59][CH:58]([NH2:60])[CH2:57]1, predict the reaction product. The product is: [CH3:24][C:9]1([CH3:25])[CH2:8][C:7]2[C:12](=[CH:13][CH:14]=[C:5]([C:3]([O:2][CH3:1])=[O:4])[CH:6]=2)[NH:11][CH:10]1[C:15]1[CH:23]=[CH:22][CH:21]=[C:17]([C:18](=[O:19])[NH:60][CH:58]2[CH2:59][N:56]([CH3:55])[CH2:57]2)[CH:16]=1. (5) Given the reactants [Br:1][C:2]1[CH:9]=[CH:8][C:5]([CH2:6][NH2:7])=[CH:4][CH:3]=1.[CH:10]1[C:19]2[C:14](=[C:15]([CH:20]([CH2:24][CH3:25])[C:21](O)=[O:22])[CH:16]=[CH:17][CH:18]=2)[CH:13]=[CH:12][N:11]=1.C1C2C(=C(CC(O)=O)C=CC=2)C=CN=1, predict the reaction product. The product is: [Br:1][C:2]1[CH:9]=[CH:8][C:5]([CH2:6][NH:7][C:21](=[O:22])[CH:20]([C:15]2[CH:16]=[CH:17][CH:18]=[C:19]3[C:14]=2[CH:13]=[CH:12][N:11]=[CH:10]3)[CH2:24][CH3:25])=[CH:4][CH:3]=1. (6) Given the reactants [Cl:1][C:2]1[C:3]([O:19][C@@H:20]2[CH2:25][CH2:24][CH2:23][CH2:22][C@H:21]2[C:26]2[N:30](COCCOC)[N:29]=[CH:28][CH:27]=2)=[CH:4][C:5]([F:18])=[C:6]([S:8]([NH:11][C:12]2[CH:17]=[CH:16][N:15]=[CH:14][N:13]=2)(=[O:10])=[O:9])[CH:7]=1.Cl, predict the reaction product. The product is: [Cl:1][C:2]1[C:3]([O:19][C@@H:20]2[CH2:25][CH2:24][CH2:23][CH2:22][C@H:21]2[C:26]2[NH:30][N:29]=[CH:28][CH:27]=2)=[CH:4][C:5]([F:18])=[C:6]([S:8]([NH:11][C:12]2[CH:17]=[CH:16][N:15]=[CH:14][N:13]=2)(=[O:10])=[O:9])[CH:7]=1. (7) Given the reactants [ClH:1].[N+:2]([C:5]1[CH:10]=[CH:9][C:8]([C:11]([NH2:14])([CH3:13])[CH3:12])=[CH:7][CH:6]=1)([O-])=O, predict the reaction product. The product is: [ClH:1].[NH2:14][C:11]([C:8]1[CH:7]=[CH:6][C:5]([NH2:2])=[CH:10][CH:9]=1)([CH3:13])[CH3:12].